Dataset: Forward reaction prediction with 1.9M reactions from USPTO patents (1976-2016). Task: Predict the product of the given reaction. (1) The product is: [CH2:22]([O:21][C:18]1[CH:19]=[CH:20][C:15]([CH2:14][C:12]2[N:11]([CH2:24][CH:25]3[CH2:30][CH2:29][O:28][CH2:27][CH2:26]3)[C:8]3=[N:9][CH:10]=[C:5]([NH:4][CH3:3])[CH:6]=[C:7]3[CH:13]=2)=[CH:16][CH:17]=1)[CH3:23]. Given the reactants CO[C:3](=O)[NH:4][C:5]1[CH:6]=[C:7]2[CH:13]=[C:12]([CH2:14][C:15]3[CH:20]=[CH:19][C:18]([O:21][CH2:22][CH3:23])=[CH:17][CH:16]=3)[N:11]([CH2:24][CH:25]3[CH2:30][CH2:29][O:28][CH2:27][CH2:26]3)[C:8]2=[N:9][CH:10]=1.[H-].[Al+3].[Li+].[H-].[H-].[H-], predict the reaction product. (2) Given the reactants [CH3:1][C:2]1[S:11][C:10]2[NH:9][C:8]3[CH:12]=[CH:13][CH:14]=[CH:15][C:7]=3[NH:6][C:5](=S)[C:4]=2[CH:3]=1.[C:17]1([S:23][CH2:24][CH2:25][C@H:26]2[CH2:31][NH:30][CH2:29][CH2:28][NH:27]2)[CH:22]=[CH:21][CH:20]=[CH:19][CH:18]=1, predict the reaction product. The product is: [C:17]1([S:23][CH2:24][CH2:25][C@@H:26]2[NH:27][CH2:28][CH2:29][N:30]([C:5]3[C:4]4[CH:3]=[C:2]([CH3:1])[S:11][C:10]=4[NH:9][C:8]4[CH:12]=[CH:13][CH:14]=[CH:15][C:7]=4[N:6]=3)[CH2:31]2)[CH:18]=[CH:19][CH:20]=[CH:21][CH:22]=1. (3) Given the reactants [F:1][C:2]1[CH:7]=[CH:6][CH:5]=[CH:4][C:3]=1B(O)O.C([O:14][C@@H:15]1[C@@H:28]([O:29]C(=O)C)[C@H:27]([O:33]C(=O)C)[CH2:26][S:25][C@H:16]1[O:17][C:18]1[CH:19]=[N:20][CH:21]=[C:22](Br)[CH:23]=1)(=O)C, predict the reaction product. The product is: [O:17]([C:18]1[CH:19]=[N:20][CH:21]=[C:22]([C:3]2[CH:4]=[CH:5][CH:6]=[CH:7][C:2]=2[F:1])[CH:23]=1)[C@@H:16]1[S:25][CH2:26][C@@H:27]([OH:33])[C@H:28]([OH:29])[C@H:15]1[OH:14]. (4) Given the reactants [F:1][C:2]1[CH:3]=[C:4]([CH:29]=[C:30]([N:32]2[CH2:37][CH2:36][O:35][CH2:34][CH2:33]2)[CH:31]=1)[C:5]([NH:7][C:8]1[C:17]2[C:12](=[CH:13][CH:14]=[CH:15][CH:16]=2)[C:11]([O:18][C:19]2[CH:24]=[CH:23][N:22]=[C:21](S(C)(=O)=O)[N:20]=2)=[CH:10][CH:9]=1)=[O:6].[CH3:38][O:39][CH:40]([O:44][CH3:45])[CH2:41][NH:42][CH3:43], predict the reaction product. The product is: [CH3:38][O:39][CH:40]([O:44][CH3:45])[CH2:41][N:42]([CH3:43])[C:21]1[N:20]=[C:19]([O:18][C:11]2[C:12]3[C:17](=[CH:16][CH:15]=[CH:14][CH:13]=3)[C:8]([NH:7][C:5](=[O:6])[C:4]3[CH:29]=[C:30]([N:32]4[CH2:37][CH2:36][O:35][CH2:34][CH2:33]4)[CH:31]=[C:2]([F:1])[CH:3]=3)=[CH:9][CH:10]=2)[CH:24]=[CH:23][N:22]=1. (5) Given the reactants [NH2:1][C:2]1[CH:3]=[C:4]2[C:8](=[CH:9][CH:10]=1)[N:7]([CH2:11][CH2:12][N:13]([CH3:15])[CH3:14])[C:6]([CH3:16])=[CH:5]2.[S:17]1[CH:21]=[C:20]([S:22](Cl)(=[O:24])=[O:23])[C:19]2[CH:26]=[CH:27][CH:28]=[CH:29][C:18]1=2, predict the reaction product. The product is: [CH3:14][N:13]([CH3:15])[CH2:12][CH2:11][N:7]1[C:8]2[C:4](=[CH:3][C:2]([NH:1][S:22]([C:20]3[C:19]4[CH:26]=[CH:27][CH:28]=[CH:29][C:18]=4[S:17][CH:21]=3)(=[O:23])=[O:24])=[CH:10][CH:9]=2)[CH:5]=[C:6]1[CH3:16]. (6) Given the reactants [C:1]([N:4]1[C:13]2[C:8](=[CH:9][C:10](B3OC(C)(C)C(C)(C)O3)=[CH:11][CH:12]=2)[C@H:7]([NH:23][C:24]2[CH:31]=[CH:30][C:27]([C:28]#[N:29])=[CH:26][N:25]=2)[CH2:6][C@@H:5]1[CH3:32])(=[O:3])[CH3:2].Br[C:34]1[CH:39]=[CH:38][C:37]([CH2:40][CH2:41][C:42]([OH:44])=[O:43])=[CH:36][CH:35]=1.C(=O)([O-])[O-].[K+].[K+], predict the reaction product. The product is: [C:1]([N:4]1[C:13]2[C:8](=[CH:9][C:10]([C:34]3[CH:39]=[CH:38][C:37]([CH2:40][CH2:41][C:42]([OH:44])=[O:43])=[CH:36][CH:35]=3)=[CH:11][CH:12]=2)[C@H:7]([NH:23][C:24]2[CH:31]=[CH:30][C:27]([C:28]#[N:29])=[CH:26][N:25]=2)[CH2:6][C@@H:5]1[CH3:32])(=[O:3])[CH3:2]. (7) The product is: [NH2:42][C:4]1[C:3]2[C:7](=[C:8]([C:11]3[C:12]([C@@H:23]([NH:33][C:34](=[O:40])[O:35][C:36]([CH3:37])([CH3:39])[CH3:38])[CH2:24][C:25]4[CH:30]=[C:29]([F:31])[CH:28]=[C:27]([F:32])[CH:26]=4)=[N:13][C:14]([C:17]#[C:18][C:19]([OH:22])([CH3:21])[CH3:20])=[CH:15][CH:16]=3)[CH:9]=[CH:10][C:2]=2[O:48][CH3:47])[N:6]([CH3:41])[N:5]=1. Given the reactants Cl[C:2]1[CH:10]=[CH:9][C:8]([C:11]2[C:12]([C@@H:23]([NH:33][C:34](=[O:40])[O:35][C:36]([CH3:39])([CH3:38])[CH3:37])[CH2:24][C:25]3[CH:30]=[C:29]([F:31])[CH:28]=[C:27]([F:32])[CH:26]=3)=[N:13][C:14]([C:17]#[C:18][C:19]([OH:22])([CH3:21])[CH3:20])=[CH:15][CH:16]=2)=[C:7]2[C:3]=1[C:4]([NH:42]S(C)(=O)=O)=[N:5][N:6]2[CH3:41].[CH3:47][O:48]C1C=CC(B2OC(C)(C)C(C)(C)O2)=C2C=1C(N)=NN2C, predict the reaction product. (8) Given the reactants [Cl:1][C:2]1[CH:7]=[CH:6][C:5]([C:8]2[CH:13]=[CH:12][C:11]([CH2:14][CH3:15])=[C:10]([CH:16]3[C:21](=[O:22])[C:20]([CH3:24])([CH3:23])[O:19][C:18]([CH3:26])([CH3:25])[C:17]3=[O:27])[CH:9]=2)=[CH:4][CH:3]=1.C(N(CC)CC)C.Cl[C:36]([O:38][CH3:39])=[O:37], predict the reaction product. The product is: [CH3:39][O:38][C:36](=[O:37])[O:27][C:17]1[C:18]([CH3:26])([CH3:25])[O:19][C:20]([CH3:24])([CH3:23])[C:21](=[O:22])[C:16]=1[C:10]1[CH:9]=[C:8]([C:5]2[CH:4]=[CH:3][C:2]([Cl:1])=[CH:7][CH:6]=2)[CH:13]=[CH:12][C:11]=1[CH2:14][CH3:15]. (9) Given the reactants [CH3:1][O:2][C:3](=[O:11])[C:4]1[CH:9]=[CH:8][C:7](F)=[N:6][CH:5]=1.Cl.[C:13]([O:17][C:18]([N:20]1[CH2:25][C@@H:24]([CH3:26])[NH:23][CH2:22][C@@H:21]1[CH3:27])=[O:19])([CH3:16])([CH3:15])[CH3:14].C(=O)([O-])[O-].[K+].[K+], predict the reaction product. The product is: [C:13]([O:17][C:18]([N:20]1[CH2:25][C@@H:24]([CH3:26])[N:23]([C:7]2[CH:8]=[CH:9][C:4]([C:3]([O:2][CH3:1])=[O:11])=[CH:5][N:6]=2)[CH2:22][C@@H:21]1[CH3:27])=[O:19])([CH3:16])([CH3:14])[CH3:15].